Dataset: Full USPTO retrosynthesis dataset with 1.9M reactions from patents (1976-2016). Task: Predict the reactants needed to synthesize the given product. (1) Given the product [CH:23]1([NH:28][C:20]([C:11]2[CH:12]=[C:13]([C:14]3[CH:19]=[N:18][CH:17]=[CH:16][N:15]=3)[N:9]([C:6]3[N:7]=[N:8][C:3]([O:2][CH3:1])=[CH:4][CH:5]=3)[N:10]=2)=[O:22])[CH2:27][CH2:26][CH2:25][CH2:24]1, predict the reactants needed to synthesize it. The reactants are: [CH3:1][O:2][C:3]1[N:8]=[N:7][C:6]([N:9]2[C:13]([C:14]3[CH:19]=[N:18][CH:17]=[CH:16][N:15]=3)=[CH:12][C:11]([C:20]([OH:22])=O)=[N:10]2)=[CH:5][CH:4]=1.[CH:23]1([NH2:28])[CH2:27][CH2:26][CH2:25][CH2:24]1. (2) Given the product [CH3:1][C:2]1[C:10]([NH2:11])=[CH:9][C:5]2[O:6][CH2:7][O:8][C:4]=2[CH:3]=1, predict the reactants needed to synthesize it. The reactants are: [CH3:1][C:2]1[C:10]([N+:11]([O-])=O)=[CH:9][C:5]2[O:6][CH2:7][O:8][C:4]=2[CH:3]=1.[Cl-].[NH4+]. (3) Given the product [N:1]([CH2:4][C:5]1[C:6]([CH3:25])=[N:7][C:8]2[N:9]([CH:19]=[C:20]([C:22]([N:26]3[CH2:31][CH2:30][O:29][CH2:28][CH2:27]3)=[O:24])[N:21]=2)[C:10]=1[C:11]1[CH:16]=[CH:15][C:14]([Cl:17])=[CH:13][C:12]=1[Cl:18])=[N+:2]=[N-:3], predict the reactants needed to synthesize it. The reactants are: [N:1]([CH2:4][C:5]1[C:6]([CH3:25])=[N:7][C:8]2[N:9]([CH:19]=[C:20]([C:22]([OH:24])=O)[N:21]=2)[C:10]=1[C:11]1[CH:16]=[CH:15][C:14]([Cl:17])=[CH:13][C:12]=1[Cl:18])=[N+:2]=[N-:3].[NH:26]1[CH2:31][CH2:30][O:29][CH2:28][CH2:27]1.C1C=NC2N(O)N=NC=2C=1.C(Cl)CCl.CCN(C(C)C)C(C)C. (4) Given the product [N:20]1[C:29]2[C:24](=[CH:25][CH:26]=[CH:27][CH:28]=2)[CH:23]=[C:22]([C:2]2[CH:3]=[CH:4][C:5]3[O:11][CH2:10][CH2:9][N:8]([C:12]([O:14][C:15]([CH3:18])([CH3:17])[CH3:16])=[O:13])[CH2:7][C:6]=3[CH:19]=2)[CH:21]=1, predict the reactants needed to synthesize it. The reactants are: Br[C:2]1[CH:3]=[CH:4][C:5]2[O:11][CH2:10][CH2:9][N:8]([C:12]([O:14][C:15]([CH3:18])([CH3:17])[CH3:16])=[O:13])[CH2:7][C:6]=2[CH:19]=1.[N:20]1[C:29]2[C:24](=[CH:25][CH:26]=[CH:27][CH:28]=2)[CH:23]=[C:22](B(O)O)[CH:21]=1.C(=O)([O-])[O-].[K+].[K+].O. (5) Given the product [C:1]12([C:7]3[O:8][C:9]4[CH:19]=[C:18]([N:20]([CH3:25])[S:21]([CH3:24])(=[O:23])=[O:22])[C:17]([B:27]5[O:31][C:30]([CH3:33])([CH3:32])[C:29]([CH3:35])([CH3:34])[O:28]5)=[CH:16][C:10]=4[C:11]=3[C:12]([NH:14][CH3:15])=[O:13])[CH2:6][CH:5]1[CH2:4][CH2:3][CH2:2]2, predict the reactants needed to synthesize it. The reactants are: [C:1]12([C:7]3[O:8][C:9]4[CH:19]=[C:18]([N:20]([CH3:25])[S:21]([CH3:24])(=[O:23])=[O:22])[C:17](Br)=[CH:16][C:10]=4[C:11]=3[C:12]([NH:14][CH3:15])=[O:13])[CH2:6][CH:5]1[CH2:4][CH2:3][CH2:2]2.[B:27]1([B:27]2[O:31][C:30]([CH3:33])([CH3:32])[C:29]([CH3:35])([CH3:34])[O:28]2)[O:31][C:30]([CH3:33])([CH3:32])[C:29]([CH3:35])([CH3:34])[O:28]1.CC(O[K])=O. (6) Given the product [CH3:3][O:4][C:5](=[O:30])[CH:6]([NH:15][C:16]1[CH:21]=[CH:20][CH:19]=[CH:18][C:17]=1[C:22](=[O:29])[C:23]1[CH:28]=[CH:27][CH:26]=[CH:25][CH:24]=1)[CH2:7][C:8]1[CH:9]=[CH:10][C:11]([O:14][CH2:33][CH2:32][Br:31])=[CH:12][CH:13]=1, predict the reactants needed to synthesize it. The reactants are: [OH-].[K+].[CH3:3][O:4][C:5](=[O:30])[CH:6]([NH:15][C:16]1[CH:21]=[CH:20][CH:19]=[CH:18][C:17]=1[C:22](=[O:29])[C:23]1[CH:28]=[CH:27][CH:26]=[CH:25][CH:24]=1)[CH2:7][C:8]1[CH:13]=[CH:12][C:11]([OH:14])=[CH:10][CH:9]=1.[Br:31][CH2:32][CH2:33]Br. (7) Given the product [Br:1][C:2]1[CH:3]=[CH:4][C:5]([S:8]([C:11]2([C:12]([O:14][C:15]([CH3:18])([CH3:17])[CH3:16])=[O:13])[CH2:23][CH2:22][O:21][CH2:20][CH2:19]2)(=[O:10])=[O:9])=[CH:6][CH:7]=1, predict the reactants needed to synthesize it. The reactants are: [Br:1][C:2]1[CH:7]=[CH:6][C:5]([S:8]([CH2:11][C:12]([O:14][C:15]([CH3:18])([CH3:17])[CH3:16])=[O:13])(=[O:10])=[O:9])=[CH:4][CH:3]=1.[CH2:19]1O[CH2:23][CH2:22][O:21][CH2:20][CH2:19]O[CH2:23][CH2:22][O:21][CH2:20][CH2:19]O[CH2:23][CH2:22][O:21][CH2:20]1.C(=O)([O-])[O-].[K+].[K+].BrCCOCCBr. (8) Given the product [CH2:24]([O:23][C:21](=[O:22])[CH:20]([C:4]([C:3]1[C:2]([CH3:1])=[N:10][CH:9]=[CH:8][CH:7]=1)=[O:6])[C:19]([O:27][CH2:28][CH3:29])=[O:26])[CH3:25], predict the reactants needed to synthesize it. The reactants are: [CH3:1][C:2]1[N:10]=[CH:9][CH:8]=[CH:7][C:3]=1[C:4]([OH:6])=O.[H-].[Na+].ClC(OCC)=O.[C:19]([O:27][CH2:28][CH3:29])(=[O:26])[CH2:20][C:21]([O:23][CH2:24][CH3:25])=[O:22]. (9) Given the product [F:1][C:2]1[CH:7]=[CH:6][C:5]([CH2:8][CH2:9][CH2:10][N:11]([CH:12]2[CH2:17][CH2:16][CH:15]([C:18]3[CH:27]=[CH:26][C:21]4[NH:22][C:23](=[O:25])[O:24][C:20]=4[CH:19]=3)[CH2:14][CH2:13]2)[CH2:34][C:35]([NH2:37])=[O:36])=[CH:4][CH:3]=1, predict the reactants needed to synthesize it. The reactants are: [F:1][C:2]1[CH:7]=[CH:6][C:5]([CH2:8][CH2:9][CH2:10][NH:11][C@H:12]2[CH2:17][CH2:16][C@H:15]([C:18]3[CH:27]=[CH:26][C:21]4[NH:22][C:23](=[O:25])[O:24][C:20]=4[CH:19]=3)[CH2:14][CH2:13]2)=[CH:4][CH:3]=1.C([O-])(O)=O.[Na+].Br[CH2:34][C:35]([NH2:37])=[O:36].[Br-]. (10) Given the product [CH2:1]([O:3][C:4](=[O:18])[CH2:5][C:6]1[N:7]=[C:8]([O:17][CH3:20])[CH:9]=[CH:10][C:11]=1[C:12]([O:14][CH2:15][CH3:16])=[O:13])[CH3:2], predict the reactants needed to synthesize it. The reactants are: [CH2:1]([O:3][C:4](=[O:18])[CH2:5][C:6]1[NH:7][C:8](=[O:17])[CH:9]=[CH:10][C:11]=1[C:12]([O:14][CH2:15][CH3:16])=[O:13])[CH3:2].I[CH3:20].